This data is from Full USPTO retrosynthesis dataset with 1.9M reactions from patents (1976-2016). The task is: Predict the reactants needed to synthesize the given product. (1) The reactants are: [Cl:1][C:2]([Cl:19])([Cl:18])[CH2:3][O:4][C:5]([O:7][CH2:8][C:9]1[S:10][CH:11]=[C:12]([C:14](=[CH2:17])C=O)[N:13]=1)=[O:6].[CH3:20][CH2:21][CH2:22]CC.OO.[C:27]([O-:30])(O)=O.[Na+].[CH3:32]COCC. Given the product [OH:30][C@H:27]([C:17]([CH3:32])=[CH:14][C:12]1[N:13]=[C:9]([CH2:8][O:7][C:5]([O:4][CH2:3][C:2]([Cl:1])([Cl:18])[Cl:19])=[O:6])[S:10][CH:11]=1)[CH2:22][CH:21]=[CH2:20], predict the reactants needed to synthesize it. (2) Given the product [I:1][C:2]1[CH:10]=[C:9]([O:11][CH3:12])[C:8]([O:13][CH3:14])=[CH:7][C:3]=1[C:4]([NH:16][CH2:17][C:18]([O:20][CH2:21][CH3:22])=[O:19])=[O:6], predict the reactants needed to synthesize it. The reactants are: [I:1][C:2]1[CH:10]=[C:9]([O:11][CH3:12])[C:8]([O:13][CH3:14])=[CH:7][C:3]=1[C:4]([OH:6])=O.Cl.[NH2:16][CH2:17][C:18]([O:20][CH2:21][CH3:22])=[O:19].CCN=C=NCCCN(C)C.C1C=CC2N(O)N=NC=2C=1.CCN(CC)CC. (3) The reactants are: [Cl:1][C:2]1[CH:7]=[C:6]([NH:8][C:9]2[CH:14]=[CH:13][CH:12]=[CH:11][C:10]=2[O:15][CH2:16][CH2:17][CH2:18]O)[CH:5]=[CH:4][C:3]=1[C:20]([C:22]1[CH:27]=[CH:26][CH:25]=[CH:24][C:23]=1[CH3:28])=[O:21].C1(C)C=CC(S(Cl)(=O)=O)=CC=1.[NH:40]1[CH2:45][CH2:44][O:43][CH2:42][CH2:41]1.O. Given the product [Cl:1][C:2]1[CH:7]=[C:6]([NH:8][C:9]2[CH:14]=[CH:13][CH:12]=[CH:11][C:10]=2[O:15][CH2:16][CH2:17][CH2:18][N:40]2[CH2:45][CH2:44][O:43][CH2:42][CH2:41]2)[CH:5]=[CH:4][C:3]=1[C:20]([C:22]1[CH:27]=[CH:26][CH:25]=[CH:24][C:23]=1[CH3:28])=[O:21], predict the reactants needed to synthesize it. (4) The reactants are: [C:1]([N:8]1[CH2:16][CH2:15][CH:11]([C:12]([OH:14])=O)[CH2:10][CH2:9]1)([O:3][C:4]([CH3:7])([CH3:6])[CH3:5])=[O:2].CN(C(ON1N=[N:32][C:27]2C=[CH:29][CH:30]=[CH:31][C:26]1=2)=[N+](C)C)C.[B-](F)(F)(F)F.N1CCCCC1. Given the product [C:4]([O:3][C:1]([N:8]1[CH2:9][CH2:10][CH:11]([C:12]([N:32]2[CH2:29][CH2:30][CH2:31][CH2:26][CH2:27]2)=[O:14])[CH2:15][CH2:16]1)=[O:2])([CH3:5])([CH3:6])[CH3:7], predict the reactants needed to synthesize it. (5) Given the product [CH:12]([O:15][C:16]1[CH:17]=[CH:18][C:19]([CH:20]=[N:9][C:8]2[CH:10]=[CH:11][C:5]([S:2]([CH3:1])(=[O:3])=[O:4])=[CH:6][CH:7]=2)=[CH:22][CH:23]=1)([CH3:14])[CH3:13], predict the reactants needed to synthesize it. The reactants are: [CH3:1][S:2]([C:5]1[CH:11]=[CH:10][C:8]([NH2:9])=[CH:7][CH:6]=1)(=[O:4])=[O:3].[CH:12]([O:15][C:16]1[CH:23]=[CH:22][C:19]([CH:20]=O)=[CH:18][CH:17]=1)([CH3:14])[CH3:13]. (6) The reactants are: [F:1][C:2]([F:23])([F:22])[C:3]([C:9]1[S:13][C:12]([NH:14][CH2:15][C:16]2[CH:21]=[CH:20][N:19]=[CH:18][CH:17]=2)=[N:11][CH:10]=1)([OH:8])[C:4]([F:7])([F:6])[F:5].[C:24](O[C:24](=[O:31])[C:25]1[CH:30]=[CH:29][N:28]=[CH:27][CH:26]=1)(=[O:31])[C:25]1[CH:30]=[CH:29][N:28]=[CH:27][CH:26]=1. Given the product [N:19]1[CH:20]=[CH:21][C:16]([CH2:15][N:14]([C:12]2[S:13][C:9]([C:3]([OH:8])([C:2]([F:22])([F:1])[F:23])[C:4]([F:7])([F:6])[F:5])=[CH:10][N:11]=2)[C:24]([C:25]2[CH:30]=[CH:29][N:28]=[CH:27][CH:26]=2)=[O:31])=[CH:17][CH:18]=1, predict the reactants needed to synthesize it.